From a dataset of Forward reaction prediction with 1.9M reactions from USPTO patents (1976-2016). Predict the product of the given reaction. (1) Given the reactants [NH2:1][C:2]1[CH:7]=[CH:6][C:5]([Br:8])=[CH:4][C:3]=1[OH:9].Br[CH2:11][C:12]([C:14]1[CH:19]=[CH:18][CH:17]=[CH:16][C:15]=1[Cl:20])=[O:13].C([O-])([O-])=O.[Cs+].[Cs+], predict the reaction product. The product is: [NH2:1][C:2]1[CH:7]=[CH:6][C:5]([Br:8])=[CH:4][C:3]=1[O:9][CH2:11][C:12]([C:14]1[CH:19]=[CH:18][CH:17]=[CH:16][C:15]=1[Cl:20])=[O:13]. (2) Given the reactants [Cl:1][C:2]1[C:3]([C:13]2([Cl:16])[CH2:15][CH2:14]2)=[N:4][N:5]([CH3:12])[C:6]=1[C:7]([O:9]CC)=[O:8].[OH-].[Na+].Cl, predict the reaction product. The product is: [Cl:1][C:2]1[C:3]([C:13]2([Cl:16])[CH2:14][CH2:15]2)=[N:4][N:5]([CH3:12])[C:6]=1[C:7]([OH:9])=[O:8]. (3) The product is: [C:13]([O:16][C:17]([NH:2][CH:3]([C:9](=[O:11])[CH3:10])[C:4]([O:6][CH2:7][CH3:8])=[O:5])=[O:18])([CH3:15])([CH3:14])[CH3:12]. Given the reactants O/[N:2]=[C:3](\[C:9](=[O:11])[CH3:10])/[C:4]([O:6][CH2:7][CH3:8])=[O:5].[CH3:12][C:13]([O:16][C:17](O[C:17]([O:16][C:13]([CH3:15])([CH3:14])[CH3:12])=[O:18])=[O:18])([CH3:15])[CH3:14], predict the reaction product. (4) Given the reactants [CH2:1]([O:3][C:4]([C:6]1[C:7]([CH3:24])=[C:8]([C:17]([O:19][C:20]([CH3:23])([CH3:22])[CH3:21])=[O:18])[NH:9][C:10]=1[CH2:11][C:12]([O:14]CC)=[O:13])=[O:5])[CH3:2].CO.[OH-].[Li+], predict the reaction product. The product is: [CH2:1]([O:3][C:4]([C:6]1[C:7]([CH3:24])=[C:8]([C:17]([O:19][C:20]([CH3:23])([CH3:22])[CH3:21])=[O:18])[NH:9][C:10]=1[CH2:11][C:12]([OH:14])=[O:13])=[O:5])[CH3:2]. (5) Given the reactants [N:1]1([CH2:6][C:7]2[CH:21]=[CH:20][C:10]([CH2:11][N:12]3[CH:16]=[C:15]([C:17]([OH:19])=O)[CH:14]=[N:13]3)=[CH:9][CH:8]=2)[CH:5]=[CH:4][CH:3]=[N:2]1.[ClH:22].Cl.[NH2:24][CH2:25][C:26]1[CH:34]=[CH:33][C:29]([C:30]([NH2:32])=[NH:31])=[CH:28][CH:27]=1.CCN(C(C)C)C(C)C.CN(C(ON1N=NC2C=CC=CC1=2)=[N+](C)C)C.F[P-](F)(F)(F)(F)F, predict the reaction product. The product is: [ClH:22].[N:1]1([CH2:6][C:7]2[CH:8]=[CH:9][C:10]([CH2:11][N:12]3[CH:16]=[C:15]([C:17]([NH:24][CH2:25][C:26]4[CH:27]=[CH:28][C:29]([C:30](=[NH:31])[NH2:32])=[CH:33][CH:34]=4)=[O:19])[CH:14]=[N:13]3)=[CH:20][CH:21]=2)[CH:5]=[CH:4][CH:3]=[N:2]1. (6) Given the reactants CN(C(ON1N=NC2[CH:12]=[CH:13][CH:14]=[N:15]C1=2)=[N+](C)C)C.F[P-](F)(F)(F)(F)F.[Cl:25][C:26]1[C:27]([F:55])=[C:28]([NH:32][C:33]2[C:42]3[C:37](=[CH:38][C:39]([O:53][CH3:54])=[C:40]([O:43][C@@H:44]4[CH2:48][N:47]([CH3:49])[C@H:46]([C:50](O)=[O:51])[CH2:45]4)[CH:41]=3)[N:36]=[CH:35][N:34]=2)[CH:29]=[CH:30][CH:31]=1.C1(N)CC1.CCN(C(C)C)C(C)C, predict the reaction product. The product is: [Cl:25][C:26]1[C:27]([F:55])=[C:28]([NH:32][C:33]2[C:42]3[C:37](=[CH:38][C:39]([O:53][CH3:54])=[C:40]([O:43][C@@H:44]4[CH2:48][N:47]([CH3:49])[C@H:46]([C:50]([NH:15][CH:14]5[CH2:12][CH2:13]5)=[O:51])[CH2:45]4)[CH:41]=3)[N:36]=[CH:35][N:34]=2)[CH:29]=[CH:30][CH:31]=1. (7) Given the reactants [N:1]1[CH:6]=[CH:5][N:4]=[CH:3][C:2]=1[N:7]1[CH2:12][CH2:11][CH:10]([CH:13]2[CH2:18][CH2:17][N:16]([C:19]([O:21][C:22]([CH3:25])([CH3:24])[CH3:23])=[O:20])[CH2:15][CH2:14]2)[CH2:9][CH2:8]1.[Br:26]N1C(=O)CCC1=O, predict the reaction product. The product is: [Br:26][C:5]1[N:4]=[CH:3][C:2]([N:7]2[CH2:12][CH2:11][CH:10]([CH:13]3[CH2:18][CH2:17][N:16]([C:19]([O:21][C:22]([CH3:25])([CH3:24])[CH3:23])=[O:20])[CH2:15][CH2:14]3)[CH2:9][CH2:8]2)=[N:1][CH:6]=1.